The task is: Predict the reactants needed to synthesize the given product.. This data is from Full USPTO retrosynthesis dataset with 1.9M reactions from patents (1976-2016). (1) Given the product [CH3:1][O:2][C:3](=[O:12])[C:4]1[CH:9]=[CH:8][C:7]([CH:10]([OH:11])[CH:13]([CH3:15])[CH3:14])=[CH:6][CH:5]=1, predict the reactants needed to synthesize it. The reactants are: [CH3:1][O:2][C:3](=[O:12])[C:4]1[CH:9]=[CH:8][C:7]([CH:10]=[O:11])=[CH:6][CH:5]=1.[CH:13]([Mg]Cl)([CH3:15])[CH3:14]. (2) The reactants are: I[C:2]1[CH:7]=[CH:6][N:5]=[CH:4][C:3]=1[N:8]([CH2:16][CH:17]1[CH2:21][CH2:20][O:19][CH2:18]1)[C:9](=[O:15])[O:10][C:11]([CH3:14])([CH3:13])[CH3:12].[F:22][C:23]1[CH:28]=[CH:27][C:26](B(O)O)=[C:25]([O:32][CH3:33])[CH:24]=1. Given the product [F:22][C:23]1[CH:28]=[CH:27][C:26]([C:2]2[CH:7]=[CH:6][N:5]=[CH:4][C:3]=2[N:8]([CH2:16][CH:17]2[CH2:21][CH2:20][O:19][CH2:18]2)[C:9](=[O:15])[O:10][C:11]([CH3:14])([CH3:13])[CH3:12])=[C:25]([O:32][CH3:33])[CH:24]=1, predict the reactants needed to synthesize it.